From a dataset of Forward reaction prediction with 1.9M reactions from USPTO patents (1976-2016). Predict the product of the given reaction. Given the reactants [C:1]1([S:7]([N:10]2[C:14]3=[N:15][CH:16]=[C:17]([N+:20]([O-:22])=[O:21])[C:18](Cl)=[C:13]3[CH:12]=[CH:11]2)(=[O:9])=[O:8])[CH:6]=[CH:5][CH:4]=[CH:3][CH:2]=1.[S:23]1[CH2:28][CH2:27][CH:26]([NH2:29])[CH2:25][CH2:24]1.CCN(C(C)C)C(C)C, predict the reaction product. The product is: [C:1]1([S:7]([N:10]2[C:14]3=[N:15][CH:16]=[C:17]([N+:20]([O-:22])=[O:21])[C:18]([NH:29][CH:26]4[CH2:27][CH2:28][S:23][CH2:24][CH2:25]4)=[C:13]3[CH:12]=[CH:11]2)(=[O:9])=[O:8])[CH:6]=[CH:5][CH:4]=[CH:3][CH:2]=1.